Dataset: NCI-60 drug combinations with 297,098 pairs across 59 cell lines. Task: Regression. Given two drug SMILES strings and cell line genomic features, predict the synergy score measuring deviation from expected non-interaction effect. (1) Drug 1: C1C(C(OC1N2C=NC3=C(N=C(N=C32)Cl)N)CO)O. Drug 2: CC=C1C(=O)NC(C(=O)OC2CC(=O)NC(C(=O)NC(CSSCCC=C2)C(=O)N1)C(C)C)C(C)C. Cell line: SF-268. Synergy scores: CSS=58.9, Synergy_ZIP=1.45, Synergy_Bliss=0.404, Synergy_Loewe=-38.6, Synergy_HSA=-2.48. (2) Drug 1: CC1C(C(CC(O1)OC2CC(CC3=C2C(=C4C(=C3O)C(=O)C5=C(C4=O)C(=CC=C5)OC)O)(C(=O)C)O)N)O.Cl. Drug 2: C1CN1P(=S)(N2CC2)N3CC3. Cell line: HOP-92. Synergy scores: CSS=23.3, Synergy_ZIP=-7.82, Synergy_Bliss=-4.35, Synergy_Loewe=-2.65, Synergy_HSA=-1.95. (3) Drug 1: CC1C(C(CC(O1)OC2CC(CC3=C2C(=C4C(=C3O)C(=O)C5=C(C4=O)C(=CC=C5)OC)O)(C(=O)CO)O)N)O.Cl. Drug 2: C1CCN(CC1)CCOC2=CC=C(C=C2)C(=O)C3=C(SC4=C3C=CC(=C4)O)C5=CC=C(C=C5)O. Cell line: NCI/ADR-RES. Synergy scores: CSS=-0.976, Synergy_ZIP=4.65, Synergy_Bliss=7.07, Synergy_Loewe=2.90, Synergy_HSA=0.600. (4) Drug 1: C1=NC2=C(N=C(N=C2N1C3C(C(C(O3)CO)O)O)F)N. Drug 2: C1=NC2=C(N1)C(=S)N=CN2. Cell line: SK-OV-3. Synergy scores: CSS=24.8, Synergy_ZIP=-10.8, Synergy_Bliss=-3.52, Synergy_Loewe=-2.86, Synergy_HSA=-0.830.